Dataset: Forward reaction prediction with 1.9M reactions from USPTO patents (1976-2016). Task: Predict the product of the given reaction. (1) Given the reactants [CH3:1][C:2]1[O:3][C:4]([C:10]2[CH:15]=[CH:14][CH:13]=[CH:12][CH:11]=2)=[CH:5][C:6]=1[C:7]([OH:9])=O.[C:16]([O:19][C:20]1C=CC(N)=C[C:21]=1CC)(=[O:18])[CH3:17].F[P-](F)(F)(F)(F)F.N1(OC(N(C)C)=[N+](C)C)[C:40]2[N:41]=[CH:42][CH:43]=[CH:44][C:39]=2N=N1.[CH3:53]N(C)C=O, predict the reaction product. The product is: [CH2:20]([O:19][C:16](=[O:18])[CH2:17][C:39]1[CH:40]=[CH:53][C:42]([NH:41][C:7]([C:6]2[CH:5]=[C:4]([C:10]3[CH:15]=[CH:14][CH:13]=[CH:12][CH:11]=3)[O:3][C:2]=2[CH3:1])=[O:9])=[CH:43][CH:44]=1)[CH3:21]. (2) Given the reactants Br[CH2:2][C:3]1[C:12]([Cl:13])=[N:11][CH:10]=[CH:9][C:4]=1[C:5]([O:7]C)=O.Cl.[F:15][C:16]([F:28])([F:27])[CH2:17][O:18][C:19]1[N:24]=[C:23]([CH2:25][NH2:26])[CH:22]=[CH:21][CH:20]=1, predict the reaction product. The product is: [Cl:13][C:12]1[C:3]2[CH2:2][N:26]([CH2:25][C:23]3[CH:22]=[CH:21][CH:20]=[C:19]([O:18][CH2:17][C:16]([F:28])([F:15])[F:27])[N:24]=3)[C:5](=[O:7])[C:4]=2[CH:9]=[CH:10][N:11]=1. (3) Given the reactants Cl.NO.[CH:4]([C:6]1[CH:35]=[CH:34][CH:33]=[CH:32][C:7]=1[O:8][CH:9]1[CH2:14][CH2:13][N:12]([C:15](=[O:31])[CH2:16][NH:17][C:18]([C:20]2[CH:24]=[C:23]([C:25]3[CH:30]=[CH:29][CH:28]=[CH:27][CH:26]=3)[NH:22][N:21]=2)=[O:19])[CH2:11][CH2:10]1)=[O:5].C([O-])(=O)C.[Na+], predict the reaction product. The product is: [OH:5][CH2:4][C:6]1[CH:35]=[CH:34][CH:33]=[CH:32][C:7]=1[O:8][CH:9]1[CH2:14][CH2:13][N:12]([C:15](=[O:31])[CH2:16][NH:17][C:18]([C:20]2[CH:24]=[C:23]([C:25]3[CH:30]=[CH:29][CH:28]=[CH:27][CH:26]=3)[NH:22][N:21]=2)=[O:19])[CH2:11][CH2:10]1. (4) Given the reactants C(O)(=O)C.[CH:5]([NH2:7])=[NH:6].C([O:10][C:11](=O)[CH:12]([CH2:18][CH3:19])[C:13](OCC)=[O:14])C.[O-]CC.[Na+], predict the reaction product. The product is: [CH2:18]([C:12]1[C:13]([OH:14])=[N:6][CH:5]=[N:7][C:11]=1[OH:10])[CH3:19].